From a dataset of Catalyst prediction with 721,799 reactions and 888 catalyst types from USPTO. Predict which catalyst facilitates the given reaction. (1) Reactant: [NH:1]1[CH2:6][CH2:5][NH:4][CH2:3][CH2:2]1.Cl[C:8]1[C:17]2[C:12](=[CH:13][CH:14]=[CH:15][CH:16]=2)[N:11]=[C:10]([C:18]2[CH:23]=[CH:22][CH:21]=[CH:20][CH:19]=2)[N:9]=1. Product: [C:18]1([C:10]2[N:9]=[C:8]([N:1]3[CH2:6][CH2:5][NH:4][CH2:3][CH2:2]3)[C:17]3[C:12](=[CH:13][CH:14]=[CH:15][CH:16]=3)[N:11]=2)[CH:19]=[CH:20][CH:21]=[CH:22][CH:23]=1. The catalyst class is: 3. (2) Reactant: [F:1][C@H:2]1[CH2:4][C@H:3]1[NH:5][CH:6]=[C:7]([C:13](=[O:37])[C:14]1[CH:19]=[C:18]([F:20])[C:17]([N:21]2[CH2:27][C@@H:26]([NH:28][C:29]([O:31][C:32]([CH3:35])([CH3:34])[CH3:33])=[O:30])[C:23]3([CH2:25][CH2:24]3)[CH2:22]2)=[CH:16][C:15]=1F)[C:8]([O:10]CC)=[O:9].C1(C)C=CC=CC=1.[OH-].[K+].Cl. Product: [C:32]([O:31][C:29]([NH:28][C@H:26]1[C:23]2([CH2:24][CH2:25]2)[CH2:22][N:21]([C:17]2[CH:16]=[C:15]3[C:14]([C:13](=[O:37])[C:7]([C:8]([OH:10])=[O:9])=[CH:6][N:5]3[C@@H:3]3[CH2:4][C@@H:2]3[F:1])=[CH:19][C:18]=2[F:20])[CH2:27]1)=[O:30])([CH3:34])([CH3:35])[CH3:33]. The catalyst class is: 568. (3) The catalyst class is: 4. Reactant: O[CH2:2][C:3]1[CH:4]=[C:5]([NH:9][C:10](=[O:16])[O:11][C:12]([CH3:15])([CH3:14])[CH3:13])[CH:6]=[CH:7][CH:8]=1.C1(P(C2C=CC=CC=2)C2C=CC=CC=2)C=CC=CC=1.C(Br)(Br)(Br)[Br:37]. Product: [Br:37][CH2:2][C:3]1[CH:4]=[C:5]([NH:9][C:10](=[O:16])[O:11][C:12]([CH3:15])([CH3:14])[CH3:13])[CH:6]=[CH:7][CH:8]=1. (4) Reactant: Cl.C(O)C.[Cl:5][C:6]1[CH:11]=[CH:10][C:9]([C@@H:12]2[O:18][CH2:17][CH2:16][N:15](C(OC(C)(C)C)=O)[CH2:14][C@H:13]2[CH2:26][N:27]2[CH:32]=[CH:31][CH:30]=[CH:29][C:28]2=[O:33])=[CH:8][C:7]=1[F:34]. Product: [ClH:5].[Cl:5][C:6]1[CH:11]=[CH:10][C:9]([C@@H:12]2[O:18][CH2:17][CH2:16][NH:15][CH2:14][C@H:13]2[CH2:26][N:27]2[CH:32]=[CH:31][CH:30]=[CH:29][C:28]2=[O:33])=[CH:8][C:7]=1[F:34]. The catalyst class is: 8. (5) Reactant: C[O:2][C:3](=[O:36])[C@@H:4]([NH:14][C:15]([C:17]1[CH:22]=[C:21]([CH3:23])[N:20]=[C:19]([N:24]2[CH2:29][CH2:28][CH:27]([C:30]3[CH:35]=[CH:34][CH:33]=[CH:32][CH:31]=3)[CH2:26][CH2:25]2)[N:18]=1)=[O:16])[CH2:5][S:6][CH2:7][C:8]1[CH:13]=[CH:12][CH:11]=[CH:10][CH:9]=1.CO.[OH-].[Li+]. Product: [CH2:7]([S:6][CH2:5][C@H:4]([NH:14][C:15]([C:17]1[CH:22]=[C:21]([CH3:23])[N:20]=[C:19]([N:24]2[CH2:25][CH2:26][CH:27]([C:30]3[CH:35]=[CH:34][CH:33]=[CH:32][CH:31]=3)[CH2:28][CH2:29]2)[N:18]=1)=[O:16])[C:3]([OH:36])=[O:2])[C:8]1[CH:13]=[CH:12][CH:11]=[CH:10][CH:9]=1. The catalyst class is: 1. (6) Reactant: [Br:1][C:2]1[CH:3]=[C:4]([C:16]([OH:18])=O)[C:5]2[CH:6]=[N:7][N:8]([CH:11]3[CH2:15][CH2:14][CH2:13][CH2:12]3)[C:9]=2[CH:10]=1.[NH2:19][CH2:20][C:21]1[C:22](=[O:30])[NH:23][C:24]([CH3:29])=[CH:25][C:26]=1[CH2:27][CH3:28].Cl.ON1C2N=CC=CC=2N=N1.CN1CCOCC1.C(Cl)CCl.C([O-])([O-])=O.[K+].[K+]. Product: [Br:1][C:2]1[CH:3]=[C:4]([C:16]([NH:19][CH2:20][C:21]2[C:22](=[O:30])[NH:23][C:24]([CH3:29])=[CH:25][C:26]=2[CH2:27][CH3:28])=[O:18])[C:5]2[CH:6]=[N:7][N:8]([CH:11]3[CH2:12][CH2:13][CH2:14][CH2:15]3)[C:9]=2[CH:10]=1. The catalyst class is: 16.